Dataset: Peptide-MHC class I binding affinity with 185,985 pairs from IEDB/IMGT. Task: Regression. Given a peptide amino acid sequence and an MHC pseudo amino acid sequence, predict their binding affinity value. This is MHC class I binding data. (1) The peptide sequence is GALASCMGL. The MHC is HLA-B53:01 with pseudo-sequence HLA-B53:01. The binding affinity (normalized) is 0. (2) The peptide sequence is AEMGGHAER. The binding affinity (normalized) is 0.0847. The MHC is HLA-B08:01 with pseudo-sequence HLA-B08:01. (3) The peptide sequence is MIDKTPVHSW. The MHC is HLA-B53:01 with pseudo-sequence HLA-B53:01. The binding affinity (normalized) is 0.391. (4) The peptide sequence is SLYAVTTAV. The MHC is HLA-C12:03 with pseudo-sequence HLA-C12:03. The binding affinity (normalized) is 0.695. (5) The peptide sequence is LCFVVPDGY. The MHC is HLA-A01:01 with pseudo-sequence HLA-A01:01. The binding affinity (normalized) is 0.0812. (6) The peptide sequence is RRQWVLAFR. The MHC is HLA-B35:01 with pseudo-sequence HLA-B35:01. The binding affinity (normalized) is 0.0847. (7) The peptide sequence is RPMTYKAAL. The MHC is HLA-A02:06 with pseudo-sequence HLA-A02:06. The binding affinity (normalized) is 0.